From a dataset of Forward reaction prediction with 1.9M reactions from USPTO patents (1976-2016). Predict the product of the given reaction. Given the reactants [CH2:1]([CH:5]1[CH2:11][CH:10]2[NH:12][CH:7]([CH2:8][CH2:9]2)[CH2:6]1)[CH2:2][CH2:3][CH3:4].[Na+].[I-].C([O-])([O-])=O.[K+].[K+].[CH3:21][N:22]([CH:24]=[O:25])[CH3:23], predict the reaction product. The product is: [CH2:1]([CH:5]1[CH2:6][CH:7]2[N:12]([CH2:9][C@@H:10]([CH3:11])[CH2:21][N:22]3[C:23]4[C:6](=[CH:5][CH:1]=[CH:2][CH:3]=4)[CH2:7][CH2:8][C:24]3=[O:25])[C@@H:10]([CH2:9][CH2:8]2)[CH2:11]1)[CH2:2][CH2:3][CH3:4].